From a dataset of Forward reaction prediction with 1.9M reactions from USPTO patents (1976-2016). Predict the product of the given reaction. (1) Given the reactants [CH3:1][C:2]1[O:6][N:5]=[C:4]([NH2:7])[CH:3]=1.Br[C:9]1[C:10](=[O:17])[N:11]([CH3:16])[N:12]=[C:13]([Cl:15])[CH:14]=1.CC1(C)C2C(=C(P(C3C=CC=CC=3)C3C=CC=CC=3)C=CC=2)OC2C(P(C3C=CC=CC=3)C3C=CC=CC=3)=CC=CC1=2.C(=O)([O-])[O-].[Cs+].[Cs+], predict the reaction product. The product is: [Cl:15][C:13]1[CH:14]=[C:9]([NH:7][C:4]2[CH:3]=[C:2]([CH3:1])[O:6][N:5]=2)[C:10](=[O:17])[N:11]([CH3:16])[N:12]=1. (2) Given the reactants Cl.[NH2:2][C@H:3]([C:6]([OH:8])=[O:7])[CH2:4][SH:5].[CH2:9](N(C(C)C)C(C)C)[CH3:10].[OH:18][C:19]1[CH:26]=[CH:25][C:24]([OH:27])=[CH:23][C:20]=1[CH:21]=O, predict the reaction product. The product is: [OH:18][C:19]1[CH:26]=[CH:25][C:24]([OH:27])=[CH:23][C:20]=1[CH:21]1[NH:2][CH:3]([C:6]([O:8][CH2:9][CH3:10])=[O:7])[CH2:4][S:5]1. (3) Given the reactants Br[CH:2]([CH2:4][CH:5](Br)[CH3:6])[CH3:3].O.[NH2:9][CH2:10][CH2:11][NH2:12].[Cl-].[K+], predict the reaction product. The product is: [NH2:9][CH2:10][CH2:11][NH:12][CH:5]([CH3:6])[CH2:4][CH:2]([NH:9][CH2:10][CH2:11][NH2:12])[CH3:3]. (4) The product is: [Cl:1][C:2]1[N:11]=[CH:10][C:9]2[N:8]([CH2:12][C:13]([NH:35][CH:30]3[CH2:29][CH2:47][O:48][CH2:32][CH2:31]3)=[O:15])[CH2:7][C@@H:6]3[CH2:16][O:17][CH2:18][CH2:19][N:5]3[C:4]=2[N:3]=1. Given the reactants [Cl:1][C:2]1[N:11]=[CH:10][C:9]2[N:8]([CH2:12][C:13]([OH:15])=O)[CH2:7][C@@H:6]3[CH2:16][O:17][CH2:18][CH2:19][N:5]3[C:4]=2[N:3]=1.CN(C(ON1N=[N:35][C:30]2[CH:31]=[CH:32]C=N[C:29]1=2)=[N+](C)C)C.F[P-](F)(F)(F)(F)F.NC1C[O:48][CH2:47]C1.C(N(CC)CC)C, predict the reaction product.